Binary Classification. Given a T-cell receptor sequence (or CDR3 region) and an epitope sequence, predict whether binding occurs between them. From a dataset of TCR-epitope binding with 47,182 pairs between 192 epitopes and 23,139 TCRs. (1) The epitope is KAYNVTQAF. The TCR CDR3 sequence is CASRVEVAQYF. Result: 1 (the TCR binds to the epitope). (2) The epitope is FLPRVFSAV. The TCR CDR3 sequence is CSVYYNEQFF. Result: 1 (the TCR binds to the epitope). (3) The epitope is NLDSKVGGNY. The TCR CDR3 sequence is CATSPPGFSTDTQYF. Result: 1 (the TCR binds to the epitope). (4) The epitope is FLASKIGRLV. The TCR CDR3 sequence is CASSQESGLAHNEQFF. Result: 1 (the TCR binds to the epitope). (5) The epitope is FVDGVPFVV. The TCR CDR3 sequence is CSVVRTSGSYEQYF. Result: 0 (the TCR does not bind to the epitope). (6) The epitope is ILKEPVHGV. The TCR CDR3 sequence is CASSFKNEQFF. Result: 0 (the TCR does not bind to the epitope).